Predict which catalyst facilitates the given reaction. From a dataset of Catalyst prediction with 721,799 reactions and 888 catalyst types from USPTO. (1) Reactant: C(O)(=O)C(O)=O.[NH:7]1[CH:16]2[CH:11]([C:12](=[O:17])[CH2:13][CH2:14][CH2:15]2)[CH2:10][CH2:9][CH2:8]1.C1(C)C=CC=CC=1.C(=O)([O-])[O-].[K+].[K+].Cl[C:32]([O:34][CH2:35][CH3:36])=[O:33]. Product: [CH2:35]([O:34][C:32]([N:7]1[CH:16]2[CH:11]([C:12](=[O:17])[CH2:13][CH2:14][CH2:15]2)[CH2:10][CH2:9][CH2:8]1)=[O:33])[CH3:36]. The catalyst class is: 6. (2) Reactant: [I:1][C:2]1[CH:7]=[C:6]([I:8])[C:5]([O:9][CH3:10])=[CH:4][C:3]=1[S:11][C:12]1[NH:13][C:14]2[C:19]([N:20]=1)=[C:18]([NH2:21])[N:17]=[CH:16][N:15]=2.[C:22]([O-])([O-])=O.[Cs+].[Cs+].Cl[CH2:29][CH2:30][C:31]#[CH:32]. Product: [I:1][C:2]1[CH:7]=[C:6]([I:8])[C:5]([O:9][CH3:10])=[CH:4][C:3]=1[S:11][C:12]1[N:13]([CH2:32][CH2:31][CH2:30][C:29]#[CH:22])[C:14]2[C:19]([N:20]=1)=[C:18]([NH2:21])[N:17]=[CH:16][N:15]=2. The catalyst class is: 3. (3) Reactant: [NH2:1][CH2:2][CH:3]([OH:6])[CH2:4][CH3:5].[C:7](O[C:7]([O:9][C:10]([CH3:13])([CH3:12])[CH3:11])=[O:8])([O:9][C:10]([CH3:13])([CH3:12])[CH3:11])=[O:8]. Product: [OH:6][CH:3]([CH2:4][CH3:5])[CH2:2][NH:1][C:7](=[O:8])[O:9][C:10]([CH3:13])([CH3:12])[CH3:11]. The catalyst class is: 4. (4) Reactant: [CH3:1][O:2][CH2:3][C@H:4]([CH3:32])[O:5][C:6]1[CH:7]=[C:8](B2OC(C)(C)C(C)(C)O2)[CH:9]=[C:10]([O:12][C:13]2[CH:18]=[CH:17][C:16]([S:19]([CH3:22])(=[O:21])=[O:20])=[CH:15][CH:14]=2)[CH:11]=1.Br[C:34]1[N:38]([C:39]([O:41][C:42]([CH3:45])([CH3:44])[CH3:43])=[O:40])[C:37]([C:46]([O:48][CH2:49][CH3:50])=[O:47])=[CH:36][CH:35]=1.C(=O)([O-])[O-].[K+].[K+].O. Product: [CH3:1][O:2][CH2:3][C@H:4]([CH3:32])[O:5][C:6]1[CH:7]=[C:8]([C:34]2[N:38]([C:39]([O:41][C:42]([CH3:43])([CH3:44])[CH3:45])=[O:40])[C:37]([C:46]([O:48][CH2:49][CH3:50])=[O:47])=[CH:36][CH:35]=2)[CH:9]=[C:10]([O:12][C:13]2[CH:18]=[CH:17][C:16]([S:19]([CH3:22])(=[O:21])=[O:20])=[CH:15][CH:14]=2)[CH:11]=1. The catalyst class is: 234.